Dataset: Full USPTO retrosynthesis dataset with 1.9M reactions from patents (1976-2016). Task: Predict the reactants needed to synthesize the given product. (1) Given the product [O:70]=[C:47]1[CH:48]=[CH:49][C:50]([C:52]2[O:56][N:55]=[C:54]([C:57]3[CH:58]=[CH:59][C:60]([C:63]([CH3:68])([CH3:69])[C:64]([F:67])([F:66])[F:65])=[CH:61][CH:62]=3)[N:53]=2)=[CH:51][N:46]1[CH2:45][C:44]1[CH:71]=[C:72]([N:4]2[CH2:5][CH2:6][N:1]([C:7]([O:9][C:10]([CH3:13])([CH3:12])[CH3:11])=[O:8])[CH2:2][CH2:3]2)[CH:73]=[CH:42][CH:43]=1, predict the reactants needed to synthesize it. The reactants are: [N:1]1([C:7]([O:9][C:10]([CH3:13])([CH3:12])[CH3:11])=[O:8])[CH2:6][CH2:5][NH:4][CH2:3][CH2:2]1.C(P(C(C)(C)C)C1C=CC=CC=1C1C=CC=CC=1)(C)(C)C.C(=O)([O-])[O-].[Cs+].[Cs+].Br[C:42]1[CH:43]=[C:44]([CH:71]=[CH:72][CH:73]=1)[CH2:45][N:46]1[CH:51]=[C:50]([C:52]2[O:56][N:55]=[C:54]([C:57]3[CH:62]=[CH:61][C:60]([C:63]([CH3:69])([CH3:68])[C:64]([F:67])([F:66])[F:65])=[CH:59][CH:58]=3)[N:53]=2)[CH:49]=[CH:48][C:47]1=[O:70]. (2) Given the product [NH2:62][C@H:63]([C:68]([O:1][C@@H:2]1[C:10]2[C:5](=[CH:6][CH:7]=[CH:8][CH:9]=2)[CH2:4][C@@:3]1([CH2:20][C:21]1[CH:29]=[CH:28][C:24]([C:25]([OH:27])=[O:26])=[CH:23][CH:22]=1)[C:11]1[CH2:12][C:13]2[C:18]([CH:19]=1)=[CH:17][CH:16]=[CH:15][CH:14]=2)=[O:69])[CH2:64][CH:65]([CH3:67])[CH3:66], predict the reactants needed to synthesize it. The reactants are: [OH:1][C@@H:2]1[C:10]2[C:5](=[CH:6][CH:7]=[CH:8][CH:9]=2)[CH2:4][C@@:3]1([CH2:20][C:21]1[CH:29]=[CH:28][C:24]([C:25]([OH:27])=[O:26])=[CH:23][CH:22]=1)[C:11]1[CH2:12][C:13]2[C:18]([CH:19]=1)=[CH:17][CH:16]=[CH:15][CH:14]=2.C1CCC(N=C=NC2CCCCC2)CC1.C1C2C(COC([NH:62][C@H:63]([C:68](O)=[O:69])[CH2:64][CH:65]([CH3:67])[CH3:66])=O)C3C(=CC=CC=3)C=2C=CC=1. (3) The reactants are: C([O:4][C:5]1[CH:10]=[C:9]([C:11]#[N:12])[C:8](Br)=[C:7]([C:14]#[N:15])[C:6]=1[O:16]C(=O)C)(=O)C.[F:20][C:21]([F:40])([F:39])[C:22]1[CH:23]=[C:24](/[CH:28]=[CH:29]/B2OC(C)(C)C(C)(C)O2)[CH:25]=[CH:26][CH:27]=1. Given the product [OH:16][C:6]1[C:5]([OH:4])=[CH:10][C:9]([C:11]#[N:12])=[C:8](/[CH:29]=[CH:28]/[C:24]2[CH:25]=[CH:26][CH:27]=[C:22]([C:21]([F:20])([F:39])[F:40])[CH:23]=2)[C:7]=1[C:14]#[N:15], predict the reactants needed to synthesize it. (4) Given the product [CH3:29][O:28][C:14]1[CH:13]=[C:12]([CH:17]=[CH:16][C:15]=1[O:18][CH2:19][C:20]1[CH:21]=[N:22][C:23]([O:26][CH3:27])=[CH:24][CH:25]=1)[CH2:11][N:8]1[C:5]2=[N:6][CH:7]=[C:2]([C:32]3[N:35]4[CH2:34][C:33]([OH:39])([CH2:38][CH2:37][CH2:36]4)[CH:31]=3)[CH:3]=[C:4]2[N:10]=[CH:9]1, predict the reactants needed to synthesize it. The reactants are: I[C:2]1[CH:3]=[C:4]2[N:10]=[CH:9][N:8]([CH2:11][C:12]3[CH:17]=[CH:16][C:15]([O:18][CH2:19][C:20]4[CH:21]=[N:22][C:23]([O:26][CH3:27])=[CH:24][CH:25]=4)=[C:14]([O:28][CH3:29])[CH:13]=3)[C:5]2=[N:6][CH:7]=1.Cl.[C:31]([C:33]1([OH:39])[CH2:38][CH2:37][CH2:36][NH:35][CH2:34]1)#[CH:32]. (5) Given the product [F:2][C:3]1[CH:8]=[C:7]([C:9]([F:11])([F:12])[F:10])[CH:6]=[CH:5][C:4]=1[CH2:13][CH2:14][CH2:15][OH:16], predict the reactants needed to synthesize it. The reactants are: B.[F:2][C:3]1[CH:8]=[C:7]([C:9]([F:12])([F:11])[F:10])[CH:6]=[CH:5][C:4]=1[CH2:13][CH2:14][C:15](O)=[O:16]. (6) Given the product [NH2:1][C:2]1[N:7]=[C:6]([O:21][CH2:20][CH2:19][O:18][CH3:17])[C:5]([C:9]#[N:10])=[C:4]([C:11]2[CH:16]=[CH:15][CH:14]=[CH:13][CH:12]=2)[N:3]=1, predict the reactants needed to synthesize it. The reactants are: [NH2:1][C:2]1[N:7]=[C:6](Cl)[C:5]([C:9]#[N:10])=[C:4]([C:11]2[CH:16]=[CH:15][CH:14]=[CH:13][CH:12]=2)[N:3]=1.[CH3:17][O:18][CH2:19][CH2:20][OH:21].C1CCN2C(=NCCC2)CC1.